This data is from Full USPTO retrosynthesis dataset with 1.9M reactions from patents (1976-2016). The task is: Predict the reactants needed to synthesize the given product. (1) The reactants are: [F:1][C:2]1[CH:14]=[CH:13][C:5]2[CH2:6][C@H:7](OC)[B:8]([OH:10])[O:9][C:4]=2[C:3]=1[C:15]([OH:17])=[O:16].[NH2:18][N:19]1[CH:23]=[N:22][N:21]=[C:20]1[SH:24]. Given the product [NH2:18][N:19]1[CH:23]=[N:22][N:21]=[C:20]1[S:24][C@H:7]1[CH2:6][C:5]2[CH:13]=[CH:14][C:2]([F:1])=[C:3]([C:15]([OH:17])=[O:16])[C:4]=2[O:9][B:8]1[OH:10], predict the reactants needed to synthesize it. (2) Given the product [Br:1][C:2]1[CH:11]=[CH:10][CH:9]=[C:8]2[C:3]=1[CH:4]=[CH:5][N:6]([CH3:7])[C:23]2=[O:26], predict the reactants needed to synthesize it. The reactants are: [Br:1][C:2]1[CH:11]=[CH:10][CH:9]=[C:8]2[C:3]=1[CH:4]=[CH:5][N:6]=[CH:7]2.C1C=C(Cl)C=C(C(OO)=O)C=1.[C:23](=[O:26])([O-])[O-].[K+].[K+].CI.